Task: Predict which catalyst facilitates the given reaction.. Dataset: Catalyst prediction with 721,799 reactions and 888 catalyst types from USPTO Reactant: [CH2:1]([O:8][C:9]([NH:11][CH2:12][CH2:13][CH2:14][C@@H:15]([NH:18][C:19](=[O:41])[CH2:20][C@H:21]([O:33][CH2:34][C:35]1[CH:40]=[CH:39][CH:38]=[CH:37][CH:36]=1)[CH2:22][CH2:23][CH2:24][CH2:25][CH2:26][CH2:27][CH2:28][CH2:29][CH2:30][CH2:31][CH3:32])[CH2:16][OH:17])=[O:10])[C:2]1[CH:7]=[CH:6][CH:5]=[CH:4][CH:3]=1.[O:42]1[CH:47]=[CH:46][CH2:45][CH2:44][CH2:43]1.C1(C)C=CC(S([O-])(=O)=O)=CC=1.[NH+]1C=CC=CC=1. Product: [CH2:1]([O:8][C:9]([NH:11][CH2:12][CH2:13][CH2:14][C@@H:15]([NH:18][C:19](=[O:41])[CH2:20][C@H:21]([O:33][CH2:34][C:35]1[CH:36]=[CH:37][CH:38]=[CH:39][CH:40]=1)[CH2:22][CH2:23][CH2:24][CH2:25][CH2:26][CH2:27][CH2:28][CH2:29][CH2:30][CH2:31][CH3:32])[CH2:16][O:17][CH:43]1[CH2:44][CH2:45][CH2:46][CH2:47][O:42]1)=[O:10])[C:2]1[CH:3]=[CH:4][CH:5]=[CH:6][CH:7]=1. The catalyst class is: 2.